This data is from Full USPTO retrosynthesis dataset with 1.9M reactions from patents (1976-2016). The task is: Predict the reactants needed to synthesize the given product. (1) Given the product [CH3:1][N:2]([CH3:6])[CH2:3][CH2:4][NH:5][C:8]1[N:9]=[N+:10]([O-:23])[C:11]2[CH:17]=[C:16]3[CH2:18][CH2:19][CH2:20][CH2:21][CH2:22][C:15]3=[CH:14][C:12]=2[N:13]=1, predict the reactants needed to synthesize it. The reactants are: [CH3:1][N:2]([CH3:6])[CH2:3][CH2:4][NH2:5].Cl[C:8]1[N:9]=[N+:10]([O-:23])[C:11]2[CH:17]=[C:16]3[CH2:18][CH2:19][CH2:20][CH2:21][CH2:22][C:15]3=[CH:14][C:12]=2[N:13]=1. (2) Given the product [NH2:18][C:15]1[CH:16]=[CH:17][C:12]([C:10](=[O:11])[CH2:9][O:8][Si:1]([C:4]([CH3:6])([CH3:5])[CH3:7])([CH3:3])[CH3:2])=[CH:13][CH:14]=1, predict the reactants needed to synthesize it. The reactants are: [Si:1]([O:8][CH2:9][C:10]([C:12]1[CH:17]=[CH:16][C:15]([N+:18]([O-])=O)=[CH:14][CH:13]=1)=[O:11])([C:4]([CH3:7])([CH3:6])[CH3:5])([CH3:3])[CH3:2].[Cl-].[NH4+]. (3) Given the product [CH3:19][N:20]1[CH2:25][CH2:24][N:23]([C:2]2[C:3]3[N:4]([C:8]([C:11]4[CH:16]=[CH:15][N:14]=[C:13]([S:17][CH3:18])[N:12]=4)=[CH:9][N:10]=3)[CH:5]=[CH:6][N:7]=2)[CH2:22][CH2:21]1, predict the reactants needed to synthesize it. The reactants are: Cl[C:2]1[C:3]2[N:4]([C:8]([C:11]3[CH:16]=[CH:15][N:14]=[C:13]([S:17][CH3:18])[N:12]=3)=[CH:9][N:10]=2)[CH:5]=[CH:6][N:7]=1.[CH3:19][N:20]1[CH2:25][CH2:24][NH:23][CH2:22][CH2:21]1.C(N(C(C)C)CC)(C)C. (4) Given the product [Br:17][C:14]1[CH:15]=[CH:16][C:11]([N:8]2[CH2:9][CH2:10][CH:6]([N:19]([CH3:18])[CH:20]([CH3:22])[CH3:21])[CH2:7]2)=[N:12][CH:13]=1, predict the reactants needed to synthesize it. The reactants are: CS(O[CH:6]1[CH2:10][CH2:9][N:8]([C:11]2[CH:16]=[CH:15][C:14]([Br:17])=[CH:13][N:12]=2)[CH2:7]1)(=O)=O.[CH3:18][NH:19][CH:20]([CH3:22])[CH3:21]. (5) Given the product [CH3:11][O:14][C:6]1[C:2]([C:3]([NH2:5])=[O:4])=[N:1][CH:15]=[CH:17][N:7]=1, predict the reactants needed to synthesize it. The reactants are: [NH2:1][CH:2]([C:6]#[N:7])[C:3]([NH2:5])=[O:4].C[O-].[Na+].[C:11]([OH:14])(=O)C.[CH:15]([CH:17]=O)=O.